Binary Classification. Given a T-cell receptor sequence (or CDR3 region) and an epitope sequence, predict whether binding occurs between them. From a dataset of TCR-epitope binding with 47,182 pairs between 192 epitopes and 23,139 TCRs. (1) The epitope is RIFTIGTVTLK. The TCR CDR3 sequence is CASSGLNRGQVGEKLFF. Result: 1 (the TCR binds to the epitope). (2) The epitope is IVDTVSALV. The TCR CDR3 sequence is CASSSIAGALYNEQFF. Result: 1 (the TCR binds to the epitope). (3) The epitope is WICLLQFAY. The TCR CDR3 sequence is CASSPGLTGEQFF. Result: 1 (the TCR binds to the epitope). (4) The epitope is SEVGPEHSLAEY. The TCR CDR3 sequence is CASSSTGAGYTEAFF. Result: 1 (the TCR binds to the epitope). (5) The epitope is KLWAQCVQL. The TCR CDR3 sequence is CASSLGVVITAETQYF. Result: 1 (the TCR binds to the epitope). (6) The epitope is QYDPVAALF. The TCR CDR3 sequence is CASSRELSMGETQYF. Result: 0 (the TCR does not bind to the epitope).